From a dataset of Experimentally validated miRNA-target interactions with 360,000+ pairs, plus equal number of negative samples. Binary Classification. Given a miRNA mature sequence and a target amino acid sequence, predict their likelihood of interaction. (1) The protein sequence of the target gene is MTPVSSHGLAESIFDLDYASWKIRSTLAVAGFVFYLGVFVVCHQLSSSLNATYRSLAAKEKVFWNLAATRAVFGVQSTTAGLWALLGDPVLYADKALGQQNWCWFHITTATGFFFFENVAVHLSNLFFRTFDLFLVVHHLFAFLGFLGSAINLRAGHYLAMTTLLLEMSTPFTCISWMLLKAGWSDSLFWKANQWLMIHMFHCRMILTYHMWWVCFCHWDALTSSLHLPHWALFLFGLALLTAVINPYWTHKKTQQLLHPVDWNFAQEEAKGSRQERTNGQVPRKKRL. Result: 1 (interaction). The miRNA is mmu-miR-124-3p with sequence UAAGGCACGCGGUGAAUGCC. (2) The miRNA is hsa-miR-146b-5p with sequence UGAGAACUGAAUUCCAUAGGCUG. The protein sequence of the target gene is MPDHDSTALLSRQTKRRRVDIGVKRTVGTASAFFAKARATFFSAMNPQGSEQDVEYSVVQHADGEKSNVLRKLLKRANSYEDAMMPFPGATIISQLLKNNMNKNGGTEPSFQASGLSSTGSEVHQEDICSNSSRDSPPECLSPFGRPTMSQFDVDRLCDEHLRAKRARVENIIRGMSHSPSVALRGNENEREMAPQSVSPRESYRENKRKQKLPQQQQQSFQQLVSARKEQKREERRQLKQQLEDMQKQLRQLQEKFYQVYDSTDSENDEDGDLSEDSMRSEILDARAQDSVGRSDNEMC.... Result: 0 (no interaction). (3) The protein sequence of the target gene is MTGRDGLSDARSRSRALAPGCPPTGSRLRSFAINDLLGLEADLPTPAEPGLRSNSGDPAEAIGSGPGPGPGLCGSCPARGALPLGLGLLCGFGAQPPSAAAAARARCLLLADLRLLPSAGPEPAVAQGPVHPPPALGSQQRSESVSTSDGDSPSEEKNDPKMSLILGKRKKRRHRTVFTAHQLEELEKAFGEAHYPDVYAREMLAAKTELPEDRIQVWFQNRRAKWRKREKRWGGSSVMAEYGLYGAMVRHCIPLPDSVLNSADSLQGSCAPWLLGMHKKSTGMRKPESEDKLAGLWEFD.... Result: 0 (no interaction). The miRNA is hsa-miR-4533 with sequence UGGAAGGAGGUUGCCGGACGCU.